Dataset: Reaction yield outcomes from USPTO patents with 853,638 reactions. Task: Predict the reaction yield, written as a fraction of the theoretical maximum amount of product (1.0 means a 100% yield; for example, 0.34 means a 34% yield). The reactants are [OH-].[Na+].[CH:3]([C:6]1[N:10]=[C:9]([CH:11]2[CH2:16][CH2:15][CH2:14][N:13]([C:17]3[N:22]=[C:21]([CH3:23])[C:20]([CH:24]([CH2:29][CH2:30][CH3:31])[C:25]([O:27]C)=[O:26])=[C:19]([C:32]4[CH:37]=[CH:36][C:35]([CH3:38])=[CH:34][CH:33]=4)[N:18]=3)[CH2:12]2)[O:8][N:7]=1)([CH3:5])[CH3:4]. The catalyst is CO. The product is [CH:3]([C:6]1[N:10]=[C:9]([CH:11]2[CH2:16][CH2:15][CH2:14][N:13]([C:17]3[N:22]=[C:21]([CH3:23])[C:20]([CH:24]([CH2:29][CH2:30][CH3:31])[C:25]([OH:27])=[O:26])=[C:19]([C:32]4[CH:33]=[CH:34][C:35]([CH3:38])=[CH:36][CH:37]=4)[N:18]=3)[CH2:12]2)[O:8][N:7]=1)([CH3:5])[CH3:4]. The yield is 0.330.